The task is: Predict the reaction yield, written as a fraction of the theoretical maximum amount of product (1.0 means a 100% yield; for example, 0.34 means a 34% yield).. This data is from Reaction yield outcomes from USPTO patents with 853,638 reactions. (1) The reactants are [CH2:1]([O:3][C:4]1[C:9]2[NH:10][C:11](=[O:13])[O:12][C:8]=2[CH:7]=[C:6]([CH2:14][OH:15])[CH:5]=1)[CH3:2]. The catalyst is ClCCl.C(O)C.O=[Mn]=O. The product is [CH2:1]([O:3][C:4]1[C:9]2[NH:10][C:11](=[O:13])[O:12][C:8]=2[CH:7]=[C:6]([CH:14]=[O:15])[CH:5]=1)[CH3:2]. The yield is 0.780. (2) The reactants are [OH:1][C:2]1[C:3]([C:19]([NH:21][CH2:22][C:23]([O:25]CC)=[O:24])=[O:20])=[C:4]2[C:9](=[CH:10][CH:11]=1)[NH:8][C:7](=[O:12])[C:6]([C:13]1[CH:18]=[CH:17][CH:16]=[CH:15][CH:14]=1)=[N:5]2.[OH-].[Na+]. The catalyst is C(O)C. The product is [OH:1][C:2]1[C:3]([C:19]([NH:21][CH2:22][C:23]([OH:25])=[O:24])=[O:20])=[C:4]2[C:9](=[CH:10][CH:11]=1)[NH:8][C:7](=[O:12])[C:6]([C:13]1[CH:18]=[CH:17][CH:16]=[CH:15][CH:14]=1)=[N:5]2. The yield is 0.541. (3) The reactants are C[O:2][C:3](=O)[CH2:4][C:5]1[N:6]=[C:7]([CH3:11])[S:8][C:9]=1[CH3:10].O.[NH2:14][NH2:15]. The catalyst is C(O)CCC. The product is [CH3:11][C:7]1[S:8][C:9]([CH3:10])=[C:5]([CH2:4][C:3]([NH:14][NH2:15])=[O:2])[N:6]=1. The yield is 0.680. (4) The reactants are C[O:2][C:3]1[CH:4]=[C:5]2[C:10](=[CH:11][CH:12]=1)[N:9]=[C:8]([N:13]1[CH2:18][CH2:17][CH:16]([C:19]([O:21]C)=[O:20])[CH2:15][CH2:14]1)[C:7]([C:23]([F:26])([F:25])[F:24])=[CH:6]2.B(Br)(Br)Br.O. The catalyst is C(Cl)Cl. The product is [OH:2][C:3]1[CH:4]=[C:5]2[C:10](=[CH:11][CH:12]=1)[N:9]=[C:8]([N:13]1[CH2:18][CH2:17][CH:16]([C:19]([OH:21])=[O:20])[CH2:15][CH2:14]1)[C:7]([C:23]([F:26])([F:25])[F:24])=[CH:6]2. The yield is 0.0940. (5) The reactants are [Cl:1][C:2]1[CH:7]=[C:6](Cl)[N:5]2[N:9]=[CH:10][C:11]([C:12]3[CH:17]=[CH:16][CH:15]=[CH:14][CH:13]=3)=[C:4]2[N:3]=1.[NH:18]1[CH2:23][CH2:22][O:21][CH2:20][CH2:19]1. The catalyst is O1CCOCC1. The product is [Cl:1][C:2]1[CH:7]=[C:6]([N:18]2[CH2:23][CH2:22][O:21][CH2:20][CH2:19]2)[N:5]2[N:9]=[CH:10][C:11]([C:12]3[CH:17]=[CH:16][CH:15]=[CH:14][CH:13]=3)=[C:4]2[N:3]=1. The yield is 0.820. (6) The reactants are [C:1]([C:3]1[CH:4]=[C:5]([NH2:9])[CH:6]=[N:7][CH:8]=1)#[CH:2]. The catalyst is CO.[Pd]. The product is [CH2:1]([C:3]1[CH:4]=[C:5]([NH2:9])[CH:6]=[N:7][CH:8]=1)[CH3:2]. The yield is 0.560. (7) The reactants are [CH3:1][C:2]1([CH3:14])[O:6][C@H:5]([CH2:7][C:8](=[O:12])SCC)[C:4](=[O:13])[O:3]1.C([SiH](CC)CC)C. The catalyst is C(Cl)Cl.[Pd]. The product is [CH3:1][C:2]1([CH3:14])[O:6][C@H:5]([CH2:7][CH:8]=[O:12])[C:4](=[O:13])[O:3]1. The yield is 0.981. (8) The reactants are C[O:2][C:3](=O)[C:4]([CH3:42])([CH3:41])[CH2:5][C@H:6]1[C@@:10]([C:13]2[CH:18]=[CH:17][C:16]([Cl:19])=[CH:15][C:14]=2[F:20])([C:11]#[N:12])[C@@H:9]([C:21]2[CH:26]=[CH:25][CH:24]=[C:23]([Cl:27])[C:22]=2[F:28])[C@H:8]([C:29](=[O:40])[NH:30][CH2:31][CH2:32][C@H:33]2[CH2:37][O:36][C:35]([CH3:39])([CH3:38])[O:34]2)[NH:7]1.O[Li].O. The catalyst is O1CCCC1. The product is [CH3:38][C:35]1([CH3:39])[O:34][C@@H:33]([CH2:32][CH2:31][NH:30][C:29]([CH:8]2[N:7]3[CH:6]([CH2:5][C:4]([CH3:41])([CH3:42])[C:3]3=[O:2])[C:10]([C:13]3[CH:18]=[CH:17][C:16]([Cl:19])=[CH:15][C:14]=3[F:20])([C:11]#[N:12])[CH:9]2[C:21]2[CH:26]=[CH:25][CH:24]=[C:23]([Cl:27])[C:22]=2[F:28])=[O:40])[CH2:37][O:36]1. The yield is 0.920.